This data is from Full USPTO retrosynthesis dataset with 1.9M reactions from patents (1976-2016). The task is: Predict the reactants needed to synthesize the given product. (1) Given the product [Cl:11][C:8]1[CH:9]=[CH:10][C:5]([CH:4]2[CH2:3][CH2:2][NH:1][C:23](=[O:25])[C:13]3[S:14][C:15]([N:17]4[CH2:18][CH2:19][O:20][CH2:21][CH2:22]4)=[CH:16][C:12]2=3)=[CH:6][CH:7]=1, predict the reactants needed to synthesize it. The reactants are: [NH2:1][CH2:2][CH2:3][CH:4]([C:12]1[CH:16]=[C:15]([N:17]2[CH2:22][CH2:21][O:20][CH2:19][CH2:18]2)[S:14][C:13]=1[C:23]([O:25]CC)=O)[C:5]1[CH:10]=[CH:9][C:8]([Cl:11])=[CH:7][CH:6]=1.C(O)(C(F)(F)F)=O.[O-]CC.[Na+].O. (2) The reactants are: [Cl:1][C:2]1[C:11]2[N:10]([CH3:12])[O:9][C@H:8]3[N:13](C(OC(C)(C)C)=O)[C@H:14]([C:16]([O:18][C@@H:19]4[C@:28]5([OH:29])[C@H:23]([C@H:24]([C:31]([CH3:35])=[C:32]([Cl:34])[Cl:33])[CH2:25][CH2:26][C@H:27]5[CH3:30])[CH:22]=[C:21]([CH3:36])[C@H:20]4[O:37][C:38](=[O:40])[CH3:39])=[O:17])[CH2:15][C@@:7]3([O:48]C(OC(C)(C)C)=O)[C:6]=2[CH:5]=[CH:4][CH:3]=1.Cl. Given the product [Cl:1][C:2]1[C:11]2[N:10]([CH3:12])[O:9][C@H:8]3[NH:13][C@H:14]([C:16]([O:18][C@@H:19]4[C@:28]5([OH:29])[C@H:23]([C@H:24]([C:31]([CH3:35])=[C:32]([Cl:34])[Cl:33])[CH2:25][CH2:26][C@H:27]5[CH3:30])[CH:22]=[C:21]([CH3:36])[C@H:20]4[O:37][C:38](=[O:40])[CH3:39])=[O:17])[CH2:15][C@@:7]3([OH:48])[C:6]=2[CH:5]=[CH:4][CH:3]=1, predict the reactants needed to synthesize it. (3) Given the product [Cl:16][C:17]1[CH:18]=[C:19]2[C:23](=[CH:24][CH:25]=1)[NH:22][C:21]([S:35]([N:38]1[CH2:39][CH2:40][N:41]([C:80]([CH:11]3[CH2:15][CH2:14][C:8]([C:5]4[CH:6]=[CH:7][N:2]=[CH:3][CH:4]=4)=[CH:9][CH2:10]3)=[O:81])[CH:42]([CH2:61][C:62]([O:63][CH3:64])=[O:49])[CH2:43]1)(=[O:37])=[O:36])=[CH:20]2, predict the reactants needed to synthesize it. The reactants are: Cl.[N:2]1[CH:7]=[CH:6][C:5]([C:8]([CH2:14][CH3:15])=[CH:9][CH2:10][C:11](O)=O)=[CH:4][CH:3]=1.[Cl:16][C:17]1[CH:18]=[C:19]2[C:23](=[CH:24][CH:25]=1)[N:22](S(C1C=CC=CC=1)(=O)=O)[C:21]([S:35]([N:38]1[CH2:43][CH2:42][NH:41][CH2:40][CH:39]1CC(OC)=O)(=[O:37])=[O:36])=[CH:20]2.[OH:49]N1C2C=CC=CC=2N=N1.CN1C[CH2:64][O:63][CH2:62][CH2:61]1.Cl.C(N=C=NCCCN(C)C)C.CN(C)[CH:80]=[O:81]. (4) Given the product [Cl:1][C:2]1[C:3]([C:12]2([CH:15]([NH2:16])[CH3:23])[CH2:13][CH2:14]2)=[N:4][CH:5]=[C:6]([C:8]([F:9])([F:10])[F:11])[CH:7]=1, predict the reactants needed to synthesize it. The reactants are: [Cl:1][C:2]1[C:3]([C:12]2([CH:15]=[N:16]S(C(C)(C)C)=O)[CH2:14][CH2:13]2)=[N:4][CH:5]=[C:6]([C:8]([F:11])([F:10])[F:9])[CH:7]=1.[CH3:23][Mg]Br.[Cl-].[NH4+].